Task: Predict the product of the given reaction.. Dataset: Forward reaction prediction with 1.9M reactions from USPTO patents (1976-2016) (1) The product is: [ClH:19].[F:1][C:2]([F:17])([F:18])[C:3]1[CH:4]=[C:5]([CH:14]=[CH:15][CH:16]=1)[O:6][C:7]1[CH:8]=[CH:9][C:10]([NH:13][NH2:20])=[CH:11][CH:12]=1. Given the reactants [F:1][C:2]([F:18])([F:17])[C:3]1[CH:4]=[C:5]([CH:14]=[CH:15][CH:16]=1)[O:6][C:7]1[CH:12]=[CH:11][C:10]([NH2:13])=[CH:9][CH:8]=1.[ClH:19].[N:20]([O-])=O.[Na+], predict the reaction product. (2) Given the reactants [Br:1][C:2]1[CH:7]=[CH:6][C:5]([OH:8])=[CH:4][C:3]=1[Cl:9].[C:10]1(B(O)O)[CH:15]=[CH:14][CH:13]=[CH:12][CH:11]=1, predict the reaction product. The product is: [Br:1][C:2]1[CH:7]=[CH:6][C:5]([O:8][C:10]2[CH:15]=[CH:14][CH:13]=[CH:12][CH:11]=2)=[CH:4][C:3]=1[Cl:9]. (3) Given the reactants [C:1]([O:5][C:6](=[O:20])[NH:7][C@H:8]([C:17](=[O:19])[NH2:18])[CH2:9][C:10]1[CH:15]=[CH:14][C:13]([OH:16])=[CH:12][CH:11]=1)([CH3:4])([CH3:3])[CH3:2].C(=O)([O-])[O-].[K+].[K+].[CH2:27](Br)[C:28]#[CH:29].S([O-])(O)(=O)=O.[Na+], predict the reaction product. The product is: [C:1]([O:5][C:6](=[O:20])[NH:7][C@H:8]([C:17](=[O:19])[NH2:18])[CH2:9][C:10]1[CH:11]=[CH:12][C:13]([O:16][CH2:29][C:28]#[CH:27])=[CH:14][CH:15]=1)([CH3:4])([CH3:2])[CH3:3]. (4) The product is: [NH:18]([C:15]1[CH:16]=[CH:17][C:11]2[C:12]([N:14]=1)=[N:13][C:8]([C:2]1[CH:7]=[CH:6][CH:5]=[CH:4][CH:3]=1)=[C:9]([OH:40])[N:10]=2)[NH2:19]. Given the reactants Cl.[C:2]1([C:8]2[N:13]=[C:12]3[N:14]4C(C5C=NC=CN=5)=[N:19][N:18]=[C:15]4[CH:16]=[CH:17][C:11]3=[N:10][C:9]=2C2C=CC(C3(N)CCC3)=CC=2)[CH:7]=[CH:6][CH:5]=[CH:4][CH:3]=1.NN.[O:40]1CCOCC1, predict the reaction product. (5) Given the reactants C(O)(C(F)(F)F)=O.[F:8][C:9]1[C:26]([CH2:27][N:28]2[CH2:48][CH2:47][C:31]3([O:36][CH2:35][CH2:34][N:33]([C:37]([C:39]4[N:40]=[C:41]([CH:44]([CH3:46])[CH3:45])[S:42][CH:43]=4)=[O:38])[CH2:32]3)[CH2:30][CH2:29]2)=[CH:25][CH:24]=[CH:23][C:10]=1[CH2:11][CH2:12][O:13][CH2:14][CH2:15][C:16]([O:18]C(C)(C)C)=[O:17], predict the reaction product. The product is: [F:8][C:9]1[C:26]([CH2:27][N:28]2[CH2:29][CH2:30][C:31]3([O:36][CH2:35][CH2:34][N:33]([C:37]([C:39]4[N:40]=[C:41]([CH:44]([CH3:45])[CH3:46])[S:42][CH:43]=4)=[O:38])[CH2:32]3)[CH2:47][CH2:48]2)=[CH:25][CH:24]=[CH:23][C:10]=1[CH2:11][CH2:12][O:13][CH2:14][CH2:15][C:16]([OH:18])=[O:17]. (6) Given the reactants [Br:1][C:2]1[CH:10]=[C:9]2[C:5]([C:6]([CH3:11])=[N:7][NH:8]2)=[C:4]([F:12])[CH:3]=1.[H-].[Na+].I[CH3:16], predict the reaction product. The product is: [Br:1][C:2]1[CH:10]=[C:9]2[C:5]([C:6]([CH3:11])=[N:7][N:8]2[CH3:16])=[C:4]([F:12])[CH:3]=1. (7) The product is: [Cl:1][C:2]1[CH:3]=[C:4]([NH:19][C:20]2[C:30]3[CH:29]=[C:28]([C:31]([NH:35][C:36]([CH3:45])([CH3:44])[CH2:37][S:38]([CH2:41][CH2:42][OH:43])(=[O:40])=[O:39])=[O:32])[CH2:27][CH2:26][NH:25][C:24]=3[N:23]=[CH:22][N:21]=2)[CH:5]=[CH:6][C:7]=1[O:8][C:9]1[CH:14]=[CH:13][CH:12]=[C:11]([C:15]([F:16])([F:18])[F:17])[CH:10]=1. Given the reactants [Cl:1][C:2]1[CH:3]=[C:4]([NH:19][C:20]2[C:30]3[CH:29]=[C:28]([C:31](O)=[O:32])[CH2:27][CH2:26][NH:25][C:24]=3[N:23]=[CH:22][N:21]=2)[CH:5]=[CH:6][C:7]=1[O:8][C:9]1[CH:14]=[CH:13][CH:12]=[C:11]([C:15]([F:18])([F:17])[F:16])[CH:10]=1.Cl.[NH2:35][C:36]([CH3:45])([CH3:44])[CH2:37][S:38]([CH2:41][CH2:42][OH:43])(=[O:40])=[O:39].Cl.C(N=C=NCCCN(C)C)C.O.ON1C2C=CC=CC=2N=N1, predict the reaction product.